Task: Predict the product of the given reaction.. Dataset: Forward reaction prediction with 1.9M reactions from USPTO patents (1976-2016) (1) Given the reactants [F:1][C:2]1[C:7]([CH2:8][OH:9])=[CH:6][CH:5]=[CH:4][C:3]=1[C:10]1[CH:11]=[N:12][C:13]([N:16]2[CH2:21][CH2:20][CH:19]([C:22]([O-:24])=[O:23])[CH2:18][CH2:17]2)=[N:14][CH:15]=1.C1COCC1.[OH-].[Na+], predict the reaction product. The product is: [F:1][C:2]1[C:7]([CH2:8][OH:9])=[CH:6][CH:5]=[CH:4][C:3]=1[C:10]1[CH:11]=[N:12][C:13]([N:16]2[CH2:17][CH2:18][CH:19]([C:22]([OH:24])=[O:23])[CH2:20][CH2:21]2)=[N:14][CH:15]=1. (2) Given the reactants [NH2:1][C:2]1[C:10]([O:11][CH3:12])=[CH:9][C:8]([Br:13])=[C:7]([C:14]([F:17])([F:16])[F:15])[C:3]=1[C:4]([NH2:6])=[O:5].[CH2:18](OC(OCC)OCC)C, predict the reaction product. The product is: [Br:13][C:8]1[C:7]([C:14]([F:17])([F:15])[F:16])=[C:3]2[C:2](=[C:10]([O:11][CH3:12])[CH:9]=1)[N:1]=[CH:18][NH:6][C:4]2=[O:5].